Task: Predict the reaction yield, written as a fraction of the theoretical maximum amount of product (1.0 means a 100% yield; for example, 0.34 means a 34% yield).. Dataset: Reaction yield outcomes from USPTO patents with 853,638 reactions (1) The product is [CH3:1][O:2][C:3]([C:5]1[CH:6]=[C:7]2[C:11](=[CH:12][CH:13]=1)[N:10]([CH3:14])[CH:9]=[C:8]2[CH2:15][C:16]1[CH:17]=[CH:18][C:19]([NH:22][C:32](=[O:39])[C:33]2[CH:38]=[CH:37][CH:36]=[CH:35][CH:34]=2)=[CH:20][CH:21]=1)=[O:4]. The reactants are [CH3:1][O:2][C:3]([C:5]1[CH:6]=[C:7]2[C:11](=[CH:12][CH:13]=1)[N:10]([CH3:14])[CH:9]=[C:8]2[CH2:15][C:16]1[CH:21]=[CH:20][C:19]([NH2:22])=[CH:18][CH:17]=1)=[O:4].CCN(C(C)C)C(C)C.[C:32](Cl)(=[O:39])[C:33]1[CH:38]=[CH:37][CH:36]=[CH:35][CH:34]=1.C1COCC1. The yield is 0.830. The catalyst is CCOCC.C(OCC)(=O)C. (2) The reactants are [CH3:1][C:2]1[CH:3]=[C:4]([C:19]2[S:23][C:22]([CH2:24][CH2:25]C(OCC)=O)=[N:21][CH:20]=2)[CH:5]=[C:6]([NH:8][C:9]2[N:14]=[C:13]([C:15]([F:18])([F:17])[F:16])[CH:12]=[CH:11][N:10]=2)[CH:7]=1.[CH3:31][Mg]Br.[CH2:34]1[CH2:38][O:37]CC1. No catalyst specified. The product is [CH3:31][C:38]([OH:37])([CH2:25][CH2:24][C:22]1[S:23][C:19]([C:4]2[CH:5]=[C:6]([NH:8][C:9]3[N:14]=[C:13]([C:15]([F:17])([F:18])[F:16])[CH:12]=[CH:11][N:10]=3)[CH:7]=[C:2]([CH3:1])[CH:3]=2)=[CH:20][N:21]=1)[CH3:34]. The yield is 0.750.